Dataset: Catalyst prediction with 721,799 reactions and 888 catalyst types from USPTO. Task: Predict which catalyst facilitates the given reaction. (1) Reactant: C(Cl)(=O)C(Cl)=O.[F:7][C:8]([F:15])([F:14])[C:9](=[CH2:13])[C:10]([OH:12])=[O:11].[C:16](O)([CH3:19])([CH3:18])[CH3:17].N1C=CC=CC=1.Cl. Product: [F:7][C:8]([F:15])([F:14])[C:9](=[CH2:13])[C:10]([O:12][C:16]([CH3:19])([CH3:18])[CH3:17])=[O:11]. The catalyst class is: 2. (2) Reactant: [CH3:1][N:2]([CH3:19])[CH2:3][CH2:4][C:5]1[CH:10]=[CH:9][CH:8]=[C:7]([C:11]2[C:12]([CH3:18])=[N:13][N:14]([CH3:17])[C:15]=2[CH3:16])[CH:6]=1.[ClH:20]. Product: [ClH:20].[ClH:20].[CH3:19][N:2]([CH3:1])[CH2:3][CH2:4][C:5]1[CH:10]=[CH:9][CH:8]=[C:7]([C:11]2[C:12]([CH3:18])=[N:13][N:14]([CH3:17])[C:15]=2[CH3:16])[CH:6]=1. The catalyst class is: 698. (3) Reactant: [Br:1][C:2]1[C:11]([O:12][CH3:13])=[CH:10][C:5]2[NH:6][C:7]([CH3:9])=[N:8][C:4]=2[CH:3]=1.[H-].[Na+].[CH3:16][Si:17]([CH3:24])([CH3:23])[CH2:18][CH2:19][O:20][CH2:21]Cl.C(Cl)Cl.CO. Product: [Br:1][C:2]1[C:11]([O:12][CH3:13])=[CH:10][C:5]2[N:6]([CH2:21][O:20][CH2:19][CH2:18][Si:17]([CH3:24])([CH3:23])[CH3:16])[C:7]([CH3:9])=[N:8][C:4]=2[CH:3]=1. The catalyst class is: 3. (4) Reactant: [CH3:1][C:2]1[N:3]=[C:4]([C:21](O)=[O:22])[S:5][C:6]=1[CH2:7][C:8]1[CH:13]=[CH:12][CH:11]=[C:10]([N:14]2[CH2:19][CH2:18][N:17]([CH3:20])[CH2:16][CH2:15]2)[CH:9]=1.[NH2:24][CH:25]([C:28]1[CH:33]=[CH:32][CH:31]=[CH:30][CH:29]=1)[CH2:26][OH:27].CCN=C=NCCCN(C)C.Cl.C1C=CC2N(O)N=NC=2C=1. Product: [OH:27][CH2:26][CH:25]([NH:24][C:21]([C:4]1[S:5][C:6]([CH2:7][C:8]2[CH:13]=[CH:12][CH:11]=[C:10]([N:14]3[CH2:19][CH2:18][N:17]([CH3:20])[CH2:16][CH2:15]3)[CH:9]=2)=[C:2]([CH3:1])[N:3]=1)=[O:22])[C:28]1[CH:33]=[CH:32][CH:31]=[CH:30][CH:29]=1. The catalyst class is: 18. (5) Reactant: [CH2:1]([C@H:8]1[CH2:12][O:11][C:10](=[O:13])[N:9]1[C:14](=[O:17])[CH:15]=[CH2:16])[C:2]1[CH:7]=[CH:6][CH:5]=[CH:4][CH:3]=1.Br[C:19]1[CH:24]=[CH:23][C:22]([CH2:25][P:26](=[O:37])([O:32][C:33]([CH3:36])([CH3:35])[CH3:34])[O:27][C:28]([CH3:31])([CH3:30])[CH3:29])=[CH:21][CH:20]=1.C1(C)C=CC=CC=1P(C1C=CC=CC=1C)C1C=CC=CC=1C. Product: [C:33]([O:32][P:26]([CH2:25][C:22]1[CH:21]=[CH:20][C:19]([CH:16]=[CH:15][C:14]([N:9]2[C@@H:8]([CH2:1][C:2]3[CH:3]=[CH:4][CH:5]=[CH:6][CH:7]=3)[CH2:12][O:11][C:10]2=[O:13])=[O:17])=[CH:24][CH:23]=1)([O:27][C:28]([CH3:31])([CH3:30])[CH3:29])=[O:37])([CH3:34])([CH3:35])[CH3:36]. The catalyst class is: 318. (6) Reactant: [Cl:1][C:2]1[N:3]=[C:4]([CH:16]([OH:27])[CH2:17][C:18]2[CH:19]=[CH:20][C:21]([F:26])=[C:22]([CH:25]=2)[C:23]#[N:24])[N:5]([CH2:8][O:9][CH2:10][CH2:11][Si:12]([CH3:15])([CH3:14])[CH3:13])[C:6]=1[Cl:7]. Product: [Cl:1][C:2]1[N:3]=[C:4]([C:16](=[O:27])[CH2:17][C:18]2[CH:19]=[CH:20][C:21]([F:26])=[C:22]([CH:25]=2)[C:23]#[N:24])[N:5]([CH2:8][O:9][CH2:10][CH2:11][Si:12]([CH3:13])([CH3:14])[CH3:15])[C:6]=1[Cl:7]. The catalyst class is: 158.